Dataset: Experimentally validated miRNA-target interactions with 360,000+ pairs, plus equal number of negative samples. Task: Binary Classification. Given a miRNA mature sequence and a target amino acid sequence, predict their likelihood of interaction. (1) The miRNA is rno-miR-485-5p with sequence AGAGGCUGGCCGUGAUGAAUUC. The protein sequence of the target gene is METRTEDGGLTRRPTLASSWDVAGGALTHSLLLTRAGLGPGDFDWEELLAPPAPGQDLVILKRNHNNKDENPCFLYLRCGPDGGEEIASIGILSSARNMEVYLGEEYCGTSRGKNVCTVLDDSEHEKIILYKKNLKLESSTHACKIKLLSFGERQCVFISKVVVHMRSVFANSSTSSPALGSRIDLDKVQTIMESMGSKLSPGAQQLMDMVRCQQRNCIPIGEQLQSVLGNSGYKHMIGLQSSSTLGTLNKSSSTPFPFRTGLTSGNVTENLQTYIDKSTQLPGGENSTKLDECKVMPQN.... Result: 0 (no interaction). (2) The miRNA is hsa-miR-323b-3p with sequence CCCAAUACACGGUCGACCUCUU. The protein sequence of the target gene is MATGQKLMRAVRVFEFGGPEVLKLRSDIAVPIPKDHQVLIKVHACGVNPVETYIRSGTYSRKPLLPYTPGSDVAGVIEAVGDNASAFKKGDRVFTSSTISGGYAEYALAADHTVYKLPEKLDFKQGAAIGIPYFTAYRALIHSACVKAGESVLVHGASGGVGLAACQIARAYGLKILGTAGTEEGQKIVLQNGAHEVFNHREVNYIDKIKKYVGEKGIDIIIEMLANVNLSKDLSLLSHGGRVIVVGSRGTIEINPRDTMAKESSIIGVTLFSSTKEEFQQYAAALQAGMEIGWLKPVIG.... Result: 1 (interaction). (3) The protein sequence of the target gene is MAQPGPAPQPDVSLQQRVAELEKINAEFLRAQQQLEQEFNQKRAKFKELYLAKEEDLKRQNAVLQAAQDDLGHLRTQLWEAQAEMENIKAIATVSENTKQEAIDEVKRQWREEVASLQAIMKETVRDYEHQFHLRLEQERAQWAQYRESAEREIADLRRRLSEGQEEENLENEMKKAQEDAEKLRSVVMPMEKEIAALKDKLTEAEDKIKELEASKVKELNHYLEAEKSCRTDLEMYVAVLNTQKSVLQEDAEKLRKELHEVCHLLEQERQQHNQLKHTWQKANDQFLESQRLLMRDMQR.... Result: 0 (no interaction). The miRNA is hsa-miR-6165 with sequence CAGCAGGAGGUGAGGGGAG. (4) The protein sequence of the target gene is MRPRAPACAAAALGLCSLLLLLAPGHACPAGCACTDPHTVDCRDRGLPSVPDPFPLDVRKLLVAGNRIQRIPEDFFIFYGDLVYLDFRNNSLRSLEEGTFSGSAKLVFLDLSYNNLTQLGAGAFRSAGRLVKLSLANNNLVGVHEDAFETLESLQVLELNDNNLRSLSVAALAALPALRSLRLDGNPWLCDCDFAHLFSWIQENASKLPKGLDEIQCSLPMESRRISLRELSEASFSECRFSLSLTDLCIIIFSGVAVSIAAIISSFFLATVVQCLQRCAPNKDAEDEDEDKDD. The miRNA is hsa-miR-1228-3p with sequence UCACACCUGCCUCGCCCCCC. Result: 1 (interaction).